Dataset: Full USPTO retrosynthesis dataset with 1.9M reactions from patents (1976-2016). Task: Predict the reactants needed to synthesize the given product. Given the product [CH2:47]([NH:55][C:2]1[N:4]=[C:5]([NH:55][CH2:47][CH2:48][CH2:49][CH2:50][CH2:51][CH2:52][CH2:53][CH3:54])[N:7]=[C:8]([NH:44][C:41]2[CH:40]=[CH:39][C:38]([O:37][CH2:36][C:17]([CH2:18][O:19][C:20]3[CH:21]=[CH:22][C:23]([NH:26][C:2]4[N:4]=[C:5]([NH:55][CH2:47][CH2:48][CH2:49][CH2:50][CH2:51][CH2:52][CH2:53][CH3:54])[N:7]=[C:8]([NH:55][CH2:47][CH2:48][CH2:49][CH2:50][CH2:51][CH2:52][CH2:53][CH3:54])[N:1]=4)=[CH:24][CH:25]=3)([CH2:27][O:28][C:29]3[CH:34]=[CH:33][C:32]([NH:35][C:2]4[N:4]=[C:5]([NH:55][CH2:47][CH2:48][CH2:49][CH2:50][CH2:51][CH2:52][CH2:53][CH3:54])[N:7]=[C:8]([NH:55][CH2:47][CH2:48][CH2:49][CH2:50][CH2:51][CH2:52][CH2:53][CH3:54])[N:1]=4)=[CH:31][CH:30]=3)[CH2:16][O:15][C:14]3[CH:13]=[CH:12][C:11]([NH:10][C:2]4[N:4]=[C:5]([NH:55][CH2:47][CH2:48][CH2:49][CH2:50][CH2:51][CH2:52][CH2:53][CH3:54])[N:7]=[C:8]([NH:55][CH2:47][CH2:48][CH2:49][CH2:50][CH2:51][CH2:52][CH2:53][CH3:54])[N:1]=4)=[CH:46][CH:45]=3)=[CH:43][CH:42]=2)[N:1]=1)[CH2:48][CH2:49][CH2:50][CH2:51][CH2:52][CH2:53][CH3:54], predict the reactants needed to synthesize it. The reactants are: [N:1]1[C:8](Cl)=[N:7][C:5](Cl)=[N:4][C:2]=1Cl.[NH2:10][C:11]1[CH:46]=[CH:45][C:14]([O:15][CH2:16][C:17]([CH2:36][O:37][C:38]2[CH:43]=[CH:42][C:41]([NH2:44])=[CH:40][CH:39]=2)([CH2:27][O:28][C:29]2[CH:34]=[CH:33][C:32]([NH2:35])=[CH:31][CH:30]=2)[CH2:18][O:19][C:20]2[CH:25]=[CH:24][C:23]([NH2:26])=[CH:22][CH:21]=2)=[CH:13][CH:12]=1.[CH2:47]([NH2:55])[CH2:48][CH2:49][CH2:50][CH2:51][CH2:52][CH2:53][CH3:54].O.